Dataset: Forward reaction prediction with 1.9M reactions from USPTO patents (1976-2016). Task: Predict the product of the given reaction. (1) Given the reactants [S:1]([Cl:5])([Cl:4])(=[O:3])=[O:2].[CH3:6][NH:7][CH2:8][CH2:9][N:10]([CH3:12])[CH3:11], predict the reaction product. The product is: [Cl-:4].[Cl:5][S:1]([N:7]([CH3:6])[CH2:8][CH2:9][NH+:10]([CH3:12])[CH3:11])(=[O:3])=[O:2]. (2) Given the reactants C([O:8][C:9]1[C:17]2[C:16](=[O:18])[NH:15][N:14]=[C:13]([CH3:19])[C:12]=2[N:11]2[CH2:20][CH2:21][N:22]([CH3:25])[C:23](=[O:24])[C:10]=12)C1C=CC=CC=1.[H-].[Na+].[Cl:28][C:29]1[CH:30]=[C:31]([CH:34]=[CH:35][C:36]=1[Cl:37])[CH2:32]Cl.Br, predict the reaction product. The product is: [Cl:28][C:29]1[CH:30]=[C:31]([CH:34]=[CH:35][C:36]=1[Cl:37])[CH2:32][N:15]1[C:16](=[O:18])[C:17]2[C:9]([OH:8])=[C:10]3[C:23](=[O:24])[N:22]([CH3:25])[CH2:21][CH2:20][N:11]3[C:12]=2[C:13]([CH3:19])=[N:14]1.